From a dataset of Forward reaction prediction with 1.9M reactions from USPTO patents (1976-2016). Predict the product of the given reaction. (1) Given the reactants BrC1C=C(NC2[C:24]3[C:19](=[CH:20][C:21]([F:26])=[CH:22][C:23]=3[F:25])[N:18]=C(C3C=CC=CN=3)C=2C)C(N2CCOCC2)=NC=1.B1(B2OC(C)(C)C(C)(C)O2)OC(C)(C)C(C)(C)O1.C([O-])(=O)C.[K+].[NH2:57][C:58]1[C:63]([C:64]#[N:65])=[C:62](Cl)[N:61]=[CH:60][N:59]=1.FC1C=C(F)C=C2C=1[C:70]([NH:86][C:87]1[CH:88]=[C:89](B(O)O)[CH:90]=[N:91][C:92]=1[N:93]1[CH2:98][CH2:97][O:96][CH2:95][CH2:94]1)=[C:71]([CH3:85])[C:72]([C:79]1[CH:84]=[CH:83][CH:82]=[CH:81][N:80]=1)=N2.C(=O)([O-])[O-].[Na+].[Na+], predict the reaction product. The product is: [NH2:57][C:58]1[C:63]([C:64]#[N:65])=[C:62]([C:89]2[CH:90]=[N:91][C:92]([N:93]3[CH2:94][CH2:95][O:96][CH2:97][CH2:98]3)=[C:87]([NH:86][C:70]3[C:24]4[C:19](=[CH:20][C:21]([F:26])=[CH:22][C:23]=4[F:25])[N:18]=[C:72]([C:79]4[CH:84]=[CH:83][CH:82]=[CH:81][N:80]=4)[C:71]=3[CH3:85])[CH:88]=2)[N:61]=[CH:60][N:59]=1. (2) Given the reactants C(OC([C:6]1[C:7]([C:18]2[CH:23]=[CH:22][N:21]=[CH:20][CH:19]=2)=[C:8]([C:11]2[CH:16]=[CH:15][C:14]([F:17])=[CH:13][CH:12]=2)[NH:9][CH:10]=1)=O)C.[OH-].[Na+], predict the reaction product. The product is: [F:17][C:14]1[CH:13]=[CH:12][C:11]([C:8]2[NH:9][CH:10]=[CH:6][C:7]=2[C:18]2[CH:23]=[CH:22][N:21]=[CH:20][CH:19]=2)=[CH:16][CH:15]=1.